Dataset: HIV replication inhibition screening data with 41,000+ compounds from the AIDS Antiviral Screen. Task: Binary Classification. Given a drug SMILES string, predict its activity (active/inactive) in a high-throughput screening assay against a specified biological target. (1) The result is 0 (inactive). The compound is O=C1C(O)=C(Sc2ccc(Cl)cc2)C(=O)c2ccccc21. (2) The drug is CN1CCC=C(COC(=O)C(O)(c2ccccc2)C2CCCC2)C1.Cl. The result is 0 (inactive). (3) The result is 0 (inactive). The molecule is COC(=O)C1(Cc2ccc3c(c2)CCC3)Cc2cc3c(cc2C1)CCC3. (4) The compound is CCOC(=O)C12CN(C34CC5CC(CC(C5)C3)C4)CC(C(=O)OCC)(C1=O)C(c1ccccc1)OC2c1ccccc1. The result is 0 (inactive). (5) The molecule is CC(=O)OC12c3ccccc3C(c3ccccc31)C1C(=O)N(Nc3ccccc3)C(=O)C12. The result is 0 (inactive). (6) The drug is COc1ccccc1NS(=O)(=O)c1ccc2ncn(NS(=O)(=O)c3ccc(Cl)cc3)c(=O)c2c1. The result is 0 (inactive). (7) The compound is Cc1c(Cl)ccc2c1NC(=O)C2(O)C(C(=O)c1ccccc1)c1ccccc1. The result is 0 (inactive).